Predict the reaction yield, written as a fraction of the theoretical maximum amount of product (1.0 means a 100% yield; for example, 0.34 means a 34% yield). From a dataset of Reaction yield outcomes from USPTO patents with 853,638 reactions. The reactants are [Br:1][C:2]1[CH:7]=[CH:6][C:5]([O:8][CH3:9])=[CH:4][CH:3]=1.[Cl:10][CH2:11][CH2:12][CH2:13][C:14](Cl)=[O:15].[Cl-].[Al+3].[Cl-].[Cl-]. No catalyst specified. The product is [Br:1][C:2]1[CH:7]=[CH:6][C:5]([O:8][CH3:9])=[C:4]([C:14](=[O:15])[CH2:13][CH2:12][CH2:11][Cl:10])[CH:3]=1. The yield is 0.550.